Regression. Given two drug SMILES strings and cell line genomic features, predict the synergy score measuring deviation from expected non-interaction effect. From a dataset of NCI-60 drug combinations with 297,098 pairs across 59 cell lines. (1) Drug 1: C1=NC(=NC(=O)N1C2C(C(C(O2)CO)O)O)N. Drug 2: CC1C(C(CC(O1)OC2CC(OC(C2O)C)OC3=CC4=CC5=C(C(=O)C(C(C5)C(C(=O)C(C(C)O)O)OC)OC6CC(C(C(O6)C)O)OC7CC(C(C(O7)C)O)OC8CC(C(C(O8)C)O)(C)O)C(=C4C(=C3C)O)O)O)O. Cell line: CCRF-CEM. Synergy scores: CSS=66.5, Synergy_ZIP=1.12, Synergy_Bliss=0.684, Synergy_Loewe=-12.8, Synergy_HSA=-0.0644. (2) Drug 1: CC1=C2C(C(=O)C3(C(CC4C(C3C(C(C2(C)C)(CC1OC(=O)C(C(C5=CC=CC=C5)NC(=O)OC(C)(C)C)O)O)OC(=O)C6=CC=CC=C6)(CO4)OC(=O)C)OC)C)OC. Drug 2: CS(=O)(=O)C1=CC(=C(C=C1)C(=O)NC2=CC(=C(C=C2)Cl)C3=CC=CC=N3)Cl. Cell line: LOX IMVI. Synergy scores: CSS=57.3, Synergy_ZIP=7.87, Synergy_Bliss=6.74, Synergy_Loewe=-6.20, Synergy_HSA=10.3. (3) Drug 1: C1=CC(=C2C(=C1NCCNCCO)C(=O)C3=C(C=CC(=C3C2=O)O)O)NCCNCCO. Drug 2: C#CCC(CC1=CN=C2C(=N1)C(=NC(=N2)N)N)C3=CC=C(C=C3)C(=O)NC(CCC(=O)O)C(=O)O. Cell line: OVCAR-5. Synergy scores: CSS=8.04, Synergy_ZIP=-11.3, Synergy_Bliss=-10.0, Synergy_Loewe=-7.08, Synergy_HSA=-7.02. (4) Drug 1: C1C(C(OC1N2C=C(C(=O)NC2=O)F)CO)O. Drug 2: C1=NC(=NC(=O)N1C2C(C(C(O2)CO)O)O)N. Cell line: UACC62. Synergy scores: CSS=37.8, Synergy_ZIP=-1.75, Synergy_Bliss=0.901, Synergy_Loewe=-0.847, Synergy_HSA=0.434. (5) Drug 1: COC1=CC(=CC(=C1O)OC)C2C3C(COC3=O)C(C4=CC5=C(C=C24)OCO5)OC6C(C(C7C(O6)COC(O7)C8=CC=CS8)O)O. Drug 2: C1C(C(OC1N2C=NC(=NC2=O)N)CO)O. Cell line: A498. Synergy scores: CSS=26.3, Synergy_ZIP=0.724, Synergy_Bliss=0.744, Synergy_Loewe=-10.6, Synergy_HSA=0.834. (6) Drug 1: CC12CCC(CC1=CCC3C2CCC4(C3CC=C4C5=CN=CC=C5)C)O. Drug 2: C1=CN(C=N1)CC(O)(P(=O)(O)O)P(=O)(O)O. Cell line: PC-3. Synergy scores: CSS=-2.44, Synergy_ZIP=-2.55, Synergy_Bliss=-6.74, Synergy_Loewe=-5.47, Synergy_HSA=-5.22.